Dataset: Full USPTO retrosynthesis dataset with 1.9M reactions from patents (1976-2016). Task: Predict the reactants needed to synthesize the given product. (1) Given the product [CH:18]([Si:11]([CH:12]([CH3:14])[CH3:13])([CH:15]([CH3:17])[CH3:16])[O:10][C:6]1[CH:7]=[CH:8][CH:9]=[C:4]([NH2:1])[C:5]=1[NH2:21])([CH3:20])[CH3:19], predict the reactants needed to synthesize it. The reactants are: [N+:1]([C:4]1[CH:9]=[CH:8][CH:7]=[C:6]([O:10][Si:11]([CH:18]([CH3:20])[CH3:19])([CH:15]([CH3:17])[CH3:16])[CH:12]([CH3:14])[CH3:13])[C:5]=1[NH2:21])([O-])=O. (2) Given the product [CH3:21][N:18]1[CH2:17][CH2:16][C:14]2[C:13](=[CH:12][CH:11]=[C:10]3[C:15]=2[NH:7][CH:8]=[CH:9]3)[CH2:20][CH2:19]1, predict the reactants needed to synthesize it. The reactants are: [H-].[H-].[H-].[H-].[Li+].[Al+3].[NH:7]1[C:15]2[C:10](=[CH:11][CH:12]=[C:13]3[CH2:20][CH2:19][N:18]([C:21](OC)=O)[CH2:17][CH2:16][C:14]3=2)[CH:9]=[CH:8]1.O.[OH-].[Na+]. (3) The reactants are: [CH:1]([C:3]1[N:4]=[CH:5][S:6][C:7]=1[CH2:8][S:9][C:10]1[N:15]=[C:14]([OH:16])[CH:13]=[C:12]([C:17]([F:20])([F:19])[F:18])[N:11]=1)=[CH2:2].B.C1C[O:25]CC1.OO.[OH-].[Na+]. Given the product [OH:25][CH:1]([C:3]1[N:4]=[CH:5][S:6][C:7]=1[CH2:8][S:9][C:10]1[N:15]=[C:14]([OH:16])[CH:13]=[C:12]([C:17]([F:20])([F:19])[F:18])[N:11]=1)[CH3:2], predict the reactants needed to synthesize it. (4) Given the product [NH:15]=[C:16]1[NH:18][C:3](=[O:4])[CH:2]([CH2:6][CH2:7][O:8][C:9]2[CH:14]=[CH:13][CH:12]=[CH:11][CH:10]=2)[S:17]1, predict the reactants needed to synthesize it. The reactants are: Br[CH:2]([CH2:6][CH2:7][O:8][C:9]1[CH:14]=[CH:13][CH:12]=[CH:11][CH:10]=1)[C:3](O)=[O:4].[NH2:15][C:16]([NH2:18])=[S:17].C([O-])(=O)C.[Na+]. (5) Given the product [O:4]=[C:5]1[C:13]2([CH2:17][O:16][C:15]3[CH:18]=[C:19]4[C:23](=[CH:24][C:14]2=3)[CH2:22][CH2:21][O:20]4)[C:12]2[C:7](=[CH:8][CH:9]=[CH:10][CH:11]=2)[N:6]1[CH2:25][C:26]1[CH:35]=[CH:34][CH:33]=[CH:32][C:27]=1[C:28]([OH:30])=[O:29], predict the reactants needed to synthesize it. The reactants are: O.[OH-].[Li+].[O:4]=[C:5]1[C:13]2([CH2:17][O:16][C:15]3[CH:18]=[C:19]4[C:23](=[CH:24][C:14]2=3)[CH2:22][CH2:21][O:20]4)[C:12]2[C:7](=[CH:8][CH:9]=[CH:10][CH:11]=2)[N:6]1[CH2:25][C:26]1[CH:35]=[CH:34][CH:33]=[CH:32][C:27]=1[C:28]([O:30]C)=[O:29]. (6) The reactants are: [OH:1][CH2:2][C@@:3]1([NH:22][C:23](=[O:29])[O:24][C:25]([CH3:28])([CH3:27])[CH3:26])[CH2:7][CH2:6][C@H:5]([C:8]2[CH:13]=[CH:12][C:11]([CH2:14][CH2:15][CH2:16][CH2:17][CH2:18][CH2:19][CH2:20][CH3:21])=[CH:10][CH:9]=2)[CH2:4]1.CC(OI1(OC(C)=O)(OC(C)=O)OC(=O)C2C=CC=CC1=2)=O.O. Given the product [CH:2]([C@@:3]1([NH:22][C:23](=[O:29])[O:24][C:25]([CH3:28])([CH3:27])[CH3:26])[CH2:7][CH2:6][C@H:5]([C:8]2[CH:13]=[CH:12][C:11]([CH2:14][CH2:15][CH2:16][CH2:17][CH2:18][CH2:19][CH2:20][CH3:21])=[CH:10][CH:9]=2)[CH2:4]1)=[O:1], predict the reactants needed to synthesize it. (7) Given the product [OH:1][C:2]1([CH2:8][C@H:9]2[NH:10][CH2:11][C@@H:12]([NH:15][C:16]([C:18]3[C:26]4[C:21](=[CH:22][CH:23]=[CH:24][CH:25]=4)[N:20]([CH:27]([CH3:29])[CH3:28])[N:19]=3)=[O:17])[CH2:13][CH2:14]2)[CH2:7][CH2:6][O:5][CH2:4][CH2:3]1, predict the reactants needed to synthesize it. The reactants are: [OH:1][C:2]1([CH2:8][C@H:9]2[CH2:14][CH2:13][C@@H:12]([NH:15][C:16]([C:18]3[C:26]4[C:21](=[CH:22][CH:23]=[CH:24][CH:25]=4)[N:20]([CH:27]([CH3:29])[CH3:28])[N:19]=3)=[O:17])[CH2:11][N:10]2C(OC(C)(C)C)=O)[CH2:7][CH2:6][O:5][CH2:4][CH2:3]1.Cl. (8) Given the product [N:12]1([CH2:18][CH2:19][NH:20][C:21]([C:23]2[S:31][C:30]3[C:25](=[N:26][CH:27]=[CH:28][C:29]=3[NH:11][C:7]3[CH:8]=[C:9]4[C:4](=[CH:5][CH:6]=3)[NH:3][C:2]([CH3:1])=[CH:10]4)[CH:24]=2)=[O:22])[CH2:17][CH2:16][CH2:15][CH2:14][CH2:13]1, predict the reactants needed to synthesize it. The reactants are: [CH3:1][C:2]1[NH:3][C:4]2[C:9]([CH:10]=1)=[CH:8][C:7]([NH2:11])=[CH:6][CH:5]=2.[N:12]1([CH2:18][CH2:19][NH:20][C:21]([C:23]2[S:31][C:30]3[C:25](=[N:26][CH:27]=[CH:28][C:29]=3Cl)[CH:24]=2)=[O:22])[CH2:17][CH2:16][CH2:15][CH2:14][CH2:13]1. (9) Given the product [C:32]([O:31][C:29]([N:25]1[CH2:26][CH2:27][CH2:28][C@@H:23]([CH:21]=[O:20])[CH2:24]1)=[O:30])([CH3:35])([CH3:34])[CH3:33], predict the reactants needed to synthesize it. The reactants are: [H-].C([Al+]CC(C)C)C(C)C.C1(C)C=CC=CC=1.C([O:20][C:21]([C@@H:23]1[CH2:28][CH2:27][CH2:26][N:25]([C:29]([O:31][C:32]([CH3:35])([CH3:34])[CH3:33])=[O:30])[CH2:24]1)=O)C.O. (10) The reactants are: [O:1]1[CH2:6][CH2:5][CH2:4][CH2:3][CH:2]1[O:7][CH2:8][CH2:9][O:10][CH:11]1[CH2:14][N:13]([C:15]2[CH:20]=[CH:19][C:18]([OH:21])=[CH:17][CH:16]=2)[CH2:12]1.[C:22]([C:25]1[CH:32]=[CH:31][C:28]([C:29]#[N:30])=[C:27](F)[CH:26]=1)(=[O:24])[CH3:23]. Given the product [C:22]([C:25]1[CH:32]=[CH:31][C:28]([C:29]#[N:30])=[C:27]([O:21][C:18]2[CH:17]=[CH:16][C:15]([N:13]3[CH2:14][CH:11]([O:10][CH2:9][CH2:8][O:7][CH:2]4[CH2:3][CH2:4][CH2:5][CH2:6][O:1]4)[CH2:12]3)=[CH:20][CH:19]=2)[CH:26]=1)(=[O:24])[CH3:23], predict the reactants needed to synthesize it.